This data is from Reaction yield outcomes from USPTO patents with 853,638 reactions. The task is: Predict the reaction yield, written as a fraction of the theoretical maximum amount of product (1.0 means a 100% yield; for example, 0.34 means a 34% yield). (1) The reactants are [Cl:1][C:2]1[N:7]=[C:6]([CH3:8])[N:5]=[C:4]([NH:9][CH2:10][C:11]2[CH:16]=[CH:15][C:14]([O:17][CH3:18])=[CH:13][CH:12]=2)[N:3]=1.[H-].[Na+].Cl[CH2:22][C:23]1[CH:28]=[CH:27][C:26]([O:29][CH3:30])=[CH:25][CH:24]=1.O. The catalyst is CN(C=O)C. The product is [Cl:1][C:2]1[N:7]=[C:6]([CH3:8])[N:5]=[C:4]([N:9]([CH2:22][C:23]2[CH:28]=[CH:27][C:26]([O:29][CH3:30])=[CH:25][CH:24]=2)[CH2:10][C:11]2[CH:16]=[CH:15][C:14]([O:17][CH3:18])=[CH:13][CH:12]=2)[N:3]=1. The yield is 0.930. (2) The reactants are [Cl:1][C:2]1[CH:3]=[C:4]([NH:9][C:10]2[C:15]3=[C:16]([CH:19]([CH:21]4[CH2:26][CH2:25][CH:24]([O:27]C(C)([Si](C)(C)C)C)[CH2:23][CH2:22]4)O)[CH:17]=[CH:18][N:14]3[N:13]=[CH:12][N:11]=2)[CH:5]=[CH:6][C:7]=1[F:8]. The catalyst is C(O)(C(F)(F)F)=O. The product is [Cl:1][C:2]1[CH:3]=[C:4]([NH:9][C:10]2[C:15]3=[C:16]([CH2:19][C@H:21]4[CH2:26][CH2:25][C@H:24]([OH:27])[CH2:23][CH2:22]4)[CH:17]=[CH:18][N:14]3[N:13]=[CH:12][N:11]=2)[CH:5]=[CH:6][C:7]=1[F:8]. The yield is 0.630. (3) The reactants are [Cl-].O[NH3+:3].[C:4](=[O:7])([O-])[OH:5].[Na+].CS(C)=O.[CH:13]([O:16][C:17]1[CH:18]=[C:19]([N:23]2[C:28](=[O:29])[C:27]([CH2:30][C:31]3[CH:36]=[CH:35][C:34]([C:37]4[C:38]([C:43]#[N:44])=[CH:39][CH:40]=[CH:41][CH:42]=4)=[CH:33][CH:32]=3)=[C:26]([CH2:45][CH2:46][CH3:47])[N:25]=[C:24]2[CH3:48])[CH:20]=[CH:21][CH:22]=1)([CH3:15])[CH3:14]. The catalyst is O.C(OCC)(=O)C. The product is [CH:13]([O:16][C:17]1[CH:18]=[C:19]([N:23]2[C:28](=[O:29])[C:27]([CH2:30][C:31]3[CH:36]=[CH:35][C:34]([C:37]4[CH:42]=[CH:41][CH:40]=[CH:39][C:38]=4[C:43]4[NH:3][C:4](=[O:7])[O:5][N:44]=4)=[CH:33][CH:32]=3)=[C:26]([CH2:45][CH2:46][CH3:47])[N:25]=[C:24]2[CH3:48])[CH:20]=[CH:21][CH:22]=1)([CH3:15])[CH3:14]. The yield is 0.680. (4) The catalyst is CN(C=O)C. The product is [I:1][C:2]1[N:3]=[CH:4][N:5]([C:20]([C:14]2[CH:19]=[CH:18][CH:17]=[CH:16][CH:15]=2)([C:27]2[CH:28]=[CH:29][CH:30]=[CH:31][CH:32]=2)[C:21]2[CH:22]=[CH:23][CH:24]=[CH:25][CH:26]=2)[CH:6]=1. The reactants are [I:1][C:2]1[N:3]=[CH:4][NH:5][CH:6]=1.C(N(CC)CC)C.[C:14]1([C:20](Cl)([C:27]2[CH:32]=[CH:31][CH:30]=[CH:29][CH:28]=2)[C:21]2[CH:26]=[CH:25][CH:24]=[CH:23][CH:22]=2)[CH:19]=[CH:18][CH:17]=[CH:16][CH:15]=1.C(OCC)C. The yield is 0.930. (5) The reactants are [NH:1]1[C:9]2[C:4](=[CH:5][CH:6]=[CH:7][CH:8]=2)[C:3]([C:10]2[N:11]=[N:12][N:13]([C:15]3[CH:24]=[CH:23][C:18]([C:19]([O:21]C)=[O:20])=[C:17]([O:25][CH3:26])[CH:16]=3)[CH:14]=2)=[N:2]1.[OH-].[Na+]. The catalyst is CO. The product is [NH:1]1[C:9]2[C:4](=[CH:5][CH:6]=[CH:7][CH:8]=2)[C:3]([C:10]2[N:11]=[N:12][N:13]([C:15]3[CH:24]=[CH:23][C:18]([C:19]([OH:21])=[O:20])=[C:17]([O:25][CH3:26])[CH:16]=3)[CH:14]=2)=[N:2]1. The yield is 0.710. (6) The reactants are [N:1]1[CH:6]=[CH:5][C:4]([N:7]2[CH2:12][CH2:11][CH:10]([CH2:13][NH:14][C:15]3[C:20]([NH2:21])=[CH:19][CH:18]=[CH:17][N:16]=3)[CH2:9][CH2:8]2)=[CH:3][CH:2]=1.[F:22][C:23]1[CH:24]=[C:25]([CH:29]=[CH:30][C:31]=1[O:32][CH3:33])[C:26](Cl)=[O:27]. No catalyst specified. The product is [F:22][C:23]1[CH:24]=[C:25]([CH:29]=[CH:30][C:31]=1[O:32][CH3:33])[C:26]([NH:21][C:20]1[C:15]([NH:14][CH2:13][CH:10]2[CH2:11][CH2:12][N:7]([C:4]3[CH:5]=[CH:6][N:1]=[CH:2][CH:3]=3)[CH2:8][CH2:9]2)=[N:16][CH:17]=[CH:18][CH:19]=1)=[O:27]. The yield is 0.150. (7) The reactants are C(=O)([O-])[O-].[K+].[K+].C([O:10][CH2:11][C:12]1[C:17]([CH3:18])=[CH:16][CH:15]=[C:14]([C:19]#[N:20])[N:13]=1)(=O)C. The catalyst is CO. The product is [OH:10][CH2:11][C:12]1[N:13]=[C:14]([C:19]#[N:20])[CH:15]=[CH:16][C:17]=1[CH3:18]. The yield is 0.640. (8) The reactants are Cl.[NH2:2][C:3]1[CH:4]=[C:5]2[C:15](=[O:16])[NH:14][N:13]=[CH:12][C:7]3=[CH:8][NH:9][C:10]([CH:11]=1)=[C:6]23.Br[CH2:18][C:19]([OH:21])=O.F[P-](F)(F)(F)(F)F.[N:29]1([O:38]C(N(C)C)=[N+](C)C)[C:33]2[N:34]=[CH:35][CH:36]=[CH:37][C:32]=2[N:31]=[N:30]1.C(N(CC)CC)C. The catalyst is CN(C)C=O. The yield is 0.350. The product is [O:16]=[C:15]1[C:5]2[C:6]3[C:7](=[CH:8][NH:9][C:10]=3[CH:11]=[C:3]([NH:2][C:19](=[O:21])[CH2:18][O:38][N:29]3[C:33]4=[N:34][CH:35]=[CH:36][CH:37]=[C:32]4[N:31]=[N:30]3)[CH:4]=2)[CH:12]=[N:13][NH:14]1. (9) The reactants are [Br:1][C:2]1[CH:10]=[C:9](/[CH:11]=[CH:12]/[CH:13]([C:18]2[CH:23]=[C:22]([Cl:24])[C:21]([Cl:25])=[C:20]([Cl:26])[CH:19]=2)[C:14]([F:17])([F:16])[F:15])[CH:8]=[CH:7][C:3]=1[C:4](O)=[O:5].Cl.C(N=C=NCCCN(C)C)C.Cl.[NH2:40][C:41]1([C:44]#[N:45])[CH2:43][CH2:42]1.Cl. The catalyst is ClCCCl.CN(C1C=CN=CC=1)C.CCOC(C)=O. The product is [Br:1][C:2]1[CH:10]=[C:9](/[CH:11]=[CH:12]/[CH:13]([C:18]2[CH:19]=[C:20]([Cl:26])[C:21]([Cl:25])=[C:22]([Cl:24])[CH:23]=2)[C:14]([F:17])([F:15])[F:16])[CH:8]=[CH:7][C:3]=1[C:4]([NH:40][C:41]1([C:44]#[N:45])[CH2:43][CH2:42]1)=[O:5]. The yield is 0.115.